Dataset: Reaction yield outcomes from USPTO patents with 853,638 reactions. Task: Predict the reaction yield, written as a fraction of the theoretical maximum amount of product (1.0 means a 100% yield; for example, 0.34 means a 34% yield). (1) The reactants are [CH2:1]([S:5][C:6]1[CH:14]=[CH:13][C:12]([S:15]([CH3:18])(=[O:17])=[O:16])=[CH:11][C:7]=1[C:8]([OH:10])=O)[CH:2]([CH3:4])[CH3:3].[F:19][C:20]1[CH:25]=[C:24]([S:26]([CH3:29])(=[O:28])=[O:27])[CH:23]=[CH:22][C:21]=1[N:30]1[CH2:35][CH2:34][NH:33][CH2:32][CH2:31]1. No catalyst specified. The product is [F:19][C:20]1[CH:25]=[C:24]([S:26]([CH3:29])(=[O:28])=[O:27])[CH:23]=[CH:22][C:21]=1[N:30]1[CH2:35][CH2:34][N:33]([C:8]([C:7]2[CH:11]=[C:12]([S:15]([CH3:18])(=[O:17])=[O:16])[CH:13]=[CH:14][C:6]=2[S:5][CH2:1][CH:2]([CH3:3])[CH3:4])=[O:10])[CH2:32][CH2:31]1. The yield is 0.990. (2) The reactants are Cl[C:2]1[N:10]=[C:9](Cl)[CH:8]=[CH:7][C:3]=1[C:4]([NH2:6])=[O:5].[O:12]([C:19]1[CH:24]=[CH:23][C:22]([OH:25])=[CH:21][CH:20]=1)[C:13]1[CH:18]=[CH:17][CH:16]=[CH:15][CH:14]=1.C(O[C:31]([NH:33][CH2:34][C:35]1[CH:40]=[CH:39][C:38](B(O)O)=[CH:37][CH:36]=1)=[O:32])(C)(C)C.[C:44](Cl)(=O)[CH:45]=C. No catalyst specified. The product is [C:31]([NH:33][CH2:34][C:35]1[CH:36]=[CH:37][C:38]([C:9]2[CH:8]=[CH:7][C:3]([C:4]([NH2:6])=[O:5])=[C:2]([O:25][C:22]3[CH:21]=[CH:20][C:19]([O:12][C:13]4[CH:18]=[CH:17][CH:16]=[CH:15][CH:14]=4)=[CH:24][CH:23]=3)[N:10]=2)=[CH:39][CH:40]=1)(=[O:32])[CH:44]=[CH2:45]. The yield is 0.510.